Dataset: NCI-60 drug combinations with 297,098 pairs across 59 cell lines. Task: Regression. Given two drug SMILES strings and cell line genomic features, predict the synergy score measuring deviation from expected non-interaction effect. Drug 1: CNC(=O)C1=CC=CC=C1SC2=CC3=C(C=C2)C(=NN3)C=CC4=CC=CC=N4. Drug 2: C1=NC(=NC(=O)N1C2C(C(C(O2)CO)O)O)N. Cell line: NCIH23. Synergy scores: CSS=5.14, Synergy_ZIP=-0.0132, Synergy_Bliss=0.566, Synergy_Loewe=-0.921, Synergy_HSA=-0.751.